Predict the product of the given reaction. From a dataset of Forward reaction prediction with 1.9M reactions from USPTO patents (1976-2016). Given the reactants [NH2:1][C:2]1[CH:7]=[CH:6][CH:5]=[CH:4][C:3]=1[C:8]1[NH:12][C:11]([C@H:13]2[N:21]3[C:16](=[CH:17][C:18]([C:23]4[CH:28]=[C:27]([Cl:29])[CH:26]=[CH:25][C:24]=4[N:30]4[CH:34]=[N:33][N:32]=[N:31]4)=[CH:19][C:20]3=[O:22])[CH2:15][CH2:14]2)=[N:10][CH:9]=1.[C:35](Cl)(=[O:37])[CH3:36], predict the reaction product. The product is: [Cl:29][C:27]1[CH:26]=[CH:25][C:24]([N:30]2[CH:34]=[N:33][N:32]=[N:31]2)=[C:23]([C:18]2[CH:17]=[C:16]3[N:21]([C@H:13]([C:11]4[NH:12][C:8]([C:3]5[CH:4]=[CH:5][CH:6]=[CH:7][C:2]=5[NH:1][C:35](=[O:37])[CH3:36])=[CH:9][N:10]=4)[CH2:14][CH2:15]3)[C:20](=[O:22])[CH:19]=2)[CH:28]=1.